This data is from Full USPTO retrosynthesis dataset with 1.9M reactions from patents (1976-2016). The task is: Predict the reactants needed to synthesize the given product. (1) Given the product [C:26]([O:29][C:30]1[CH:40]=[CH:39][CH:38]=[CH:37][C:31]=1[CH:32]=[CH:33][C:34]([NH:8][C@H:7]([C:9]([O:11][CH3:12])=[O:10])[CH2:6][C:5]1[C:13]2[C:18](=[CH:17][CH:16]=[CH:15][CH:14]=2)[N:3]([CH3:2])[CH:4]=1)=[O:35])(=[O:28])[CH3:27], predict the reactants needed to synthesize it. The reactants are: Cl.[CH3:2][N:3]1[C:18]2[C:13](=[CH:14][CH:15]=[CH:16][CH:17]=2)[C:5]([CH2:6][C@@H:7]([C:9]([O:11][CH3:12])=[O:10])[NH2:8])=[CH:4]1.C(N(CC)CC)C.[C:26]([O:29][C:30]1[CH:40]=[CH:39][CH:38]=[CH:37][C:31]=1[CH:32]=[CH:33][C:34](O)=[O:35])(=[O:28])[CH3:27].CCN=C=NCCCN(C)C.Cl. (2) Given the product [CH3:10][O:9][C:7]([C:2]1[CH:3]=[N:4][CH:5]=[CH:6][N+:1]=1[O-:16])=[O:8], predict the reactants needed to synthesize it. The reactants are: [N:1]1[CH:6]=[CH:5][N:4]=[CH:3][C:2]=1[C:7]([O:9][CH3:10])=[O:8].ClC1C=C(C=CC=1)C(OO)=[O:16].